Task: Regression. Given a peptide amino acid sequence and an MHC pseudo amino acid sequence, predict their binding affinity value. This is MHC class I binding data.. Dataset: Peptide-MHC class I binding affinity with 185,985 pairs from IEDB/IMGT (1) The peptide sequence is ISTNIRQAGVQYSR. The MHC is HLA-A02:02 with pseudo-sequence HLA-A02:02. The binding affinity (normalized) is 0. (2) The binding affinity (normalized) is 0.0847. The MHC is HLA-A24:03 with pseudo-sequence HLA-A24:03. The peptide sequence is FPTQADAIG. (3) The peptide sequence is KLTPLCVTL. The MHC is HLA-A02:19 with pseudo-sequence HLA-A02:19. The binding affinity (normalized) is 0.475. (4) The peptide sequence is GTDLEGKFY. The MHC is HLA-A24:02 with pseudo-sequence HLA-A24:02. The binding affinity (normalized) is 0. (5) The peptide sequence is AHSKAETEA. The MHC is HLA-B40:01 with pseudo-sequence HLA-B40:01. The binding affinity (normalized) is 0.0847. (6) The peptide sequence is RKIYDLIEL. The MHC is HLA-A26:01 with pseudo-sequence HLA-A26:01. The binding affinity (normalized) is 0. (7) The peptide sequence is IQYVIRAQL. The MHC is HLA-A01:01 with pseudo-sequence HLA-A01:01. The binding affinity (normalized) is 0.0847. (8) The MHC is HLA-A68:02 with pseudo-sequence HLA-A68:02. The peptide sequence is GLISLILQI. The binding affinity (normalized) is 0.129.